From a dataset of hERG potassium channel inhibition data for cardiac toxicity prediction from Karim et al.. Regression/Classification. Given a drug SMILES string, predict its toxicity properties. Task type varies by dataset: regression for continuous values (e.g., LD50, hERG inhibition percentage) or binary classification for toxic/non-toxic outcomes (e.g., AMES mutagenicity, cardiotoxicity, hepatotoxicity). Dataset: herg_karim. The compound is NC1=NC2(c3cc(-c4cncnc4)ccc3OCC23CC3)c2cccc(F)c21. The result is 1 (blocker).